The task is: Regression. Given a peptide amino acid sequence and an MHC pseudo amino acid sequence, predict their binding affinity value. This is MHC class II binding data.. This data is from Peptide-MHC class II binding affinity with 134,281 pairs from IEDB. (1) The peptide sequence is KLRSAGELELQFRRV. The MHC is HLA-DPA10103-DPB10401 with pseudo-sequence HLA-DPA10103-DPB10401. The binding affinity (normalized) is 0.404. (2) The peptide sequence is EAMYTPHTVLQAVGA. The MHC is DRB1_0101 with pseudo-sequence DRB1_0101. The binding affinity (normalized) is 0.723. (3) The peptide sequence is GMVIFFMSPKGISRM. The MHC is DRB1_0701 with pseudo-sequence DRB1_0701. The binding affinity (normalized) is 0.770. (4) The peptide sequence is IFKISKTVSEGAVDI. The MHC is HLA-DQA10501-DQB10301 with pseudo-sequence HLA-DQA10501-DQB10301. The binding affinity (normalized) is 0.217. (5) The MHC is DRB1_1501 with pseudo-sequence DRB1_1501. The binding affinity (normalized) is 0.448. The peptide sequence is EAKITMLTNGQCQNI.